From a dataset of Full USPTO retrosynthesis dataset with 1.9M reactions from patents (1976-2016). Predict the reactants needed to synthesize the given product. Given the product [CH3:1][O:2][C:3](=[O:29])[C:4]1[CH:5]=[CH:6][C:7]([CH2:10][CH:11]([C:12]2[CH:13]=[CH:14][C:15]([Br:18])=[CH:16][CH:17]=2)[C:19]([OH:21])=[O:20])=[CH:8][CH:9]=1, predict the reactants needed to synthesize it. The reactants are: [CH3:1][O:2][C:3](=[O:29])[C:4]1[CH:9]=[CH:8][C:7]([CH2:10][CH:11]([C:19]([O:21]CC2C=CC=CC=2)=[O:20])[C:12]2[CH:17]=[CH:16][C:15]([Br:18])=[CH:14][CH:13]=2)=[CH:6][CH:5]=1.